This data is from Full USPTO retrosynthesis dataset with 1.9M reactions from patents (1976-2016). The task is: Predict the reactants needed to synthesize the given product. (1) Given the product [CH2:15]([O:22][C:23]1[CH:24]=[CH:25][C:26]([CH2:27][NH:14][C:9]2[C:8]([Cl:7])=[CH:13][N:12]=[CH:11][N:10]=2)=[CH:29][CH:30]=1)[C:16]1[CH:17]=[CH:18][CH:19]=[CH:20][CH:21]=1, predict the reactants needed to synthesize it. The reactants are: CC([O-])(C)C.[K+].[Cl:7][C:8]1[C:9]([NH2:14])=[N:10][CH:11]=[N:12][CH:13]=1.[CH2:15]([O:22][C:23]1[CH:30]=[CH:29][C:26]([CH2:27]Cl)=[CH:25][CH:24]=1)[C:16]1[CH:21]=[CH:20][CH:19]=[CH:18][CH:17]=1.O. (2) The reactants are: [N:1]([C@H:4]1[C@H:8]([O:9][CH3:10])[CH2:7][N:6]([C:11]([O:13][C:14]([CH3:17])([CH3:16])[CH3:15])=[O:12])[CH2:5]1)=[N+]=[N-].[H][H].C. Given the product [NH2:1][C@H:4]1[C@H:8]([O:9][CH3:10])[CH2:7][N:6]([C:11]([O:13][C:14]([CH3:17])([CH3:16])[CH3:15])=[O:12])[CH2:5]1, predict the reactants needed to synthesize it. (3) Given the product [NH2:28][C:26]1[C:22]2([CH2:25][CH2:24][CH2:23]2)[S:21](=[O:29])(=[O:30])[CH2:20][C@:19]([C:17]2[CH:18]=[C:13]([NH:12][C:9]([C:6]3[CH:5]=[CH:4][C:3]([C:1]#[N:2])=[CH:8][N:7]=3)=[O:11])[CH:14]=[CH:15][C:16]=2[F:32])([CH3:31])[N:27]=1, predict the reactants needed to synthesize it. The reactants are: [C:1]([C:3]1[CH:4]=[CH:5][C:6]([C:9]([OH:11])=O)=[N:7][CH:8]=1)#[N:2].[NH2:12][C:13]1[CH:14]=[CH:15][C:16]([F:32])=[C:17]([C@@:19]2([CH3:31])[N:27]=[C:26]([NH2:28])[C:22]3([CH2:25][CH2:24][CH2:23]3)[S:21](=[O:30])(=[O:29])[CH2:20]2)[CH:18]=1. (4) Given the product [Br:38][C:20]([C:21]1[CH:26]=[CH:25][CH:24]=[C:23]([O:27][C:28]2[CH:33]=[CH:32][C:31]([C:34]([F:35])([F:36])[F:37])=[CH:30][N:29]=2)[CH:22]=1)=[C:2]1[CH2:3][CH2:4][CH:5]([NH:8][C:9]([C:11]2[C:12]([C:16]([F:18])([F:19])[F:17])=[N:13][NH:14][CH:15]=2)=[O:10])[CH2:6][CH2:7]1, predict the reactants needed to synthesize it. The reactants are: Br[C:2]1([CH:20]([Br:38])[C:21]2[CH:26]=[CH:25][CH:24]=[C:23]([O:27][C:28]3[CH:33]=[CH:32][C:31]([C:34]([F:37])([F:36])[F:35])=[CH:30][N:29]=3)[CH:22]=2)[CH2:7][CH2:6][CH:5]([NH:8][C:9]([C:11]2[C:12]([C:16]([F:19])([F:18])[F:17])=[N:13][NH:14][CH:15]=2)=[O:10])[CH2:4][CH2:3]1.[OH-].[Na+]. (5) Given the product [Br:16][CH2:13][C:14]1[N:3]=[N:2][N:1]([C:4]2[CH:9]=[CH:8][C:7]([NH2:10])=[CH:6][CH:5]=2)[CH:15]=1.[NH2:1][C:4]1[CH:9]=[CH:8][CH:7]=[CH:6][CH:5]=1, predict the reactants needed to synthesize it. The reactants are: [N:1]([C:4]1[CH:9]=[CH:8][C:7]([N+:10]([O-])=O)=[CH:6][CH:5]=1)=[N+:2]=[N-:3].[CH2:13]([Br:16])[C:14]#[CH:15]. (6) Given the product [OH:3][N:2]=[C:20]([C:19]1[CH:22]=[CH:23][C:16]([I:15])=[CH:17][CH:18]=1)[NH2:21], predict the reactants needed to synthesize it. The reactants are: Cl.[NH2:2][OH:3].C(N(CC)CC)C.CS(C)=O.[I:15][C:16]1[CH:23]=[CH:22][C:19]([C:20]#[N:21])=[CH:18][CH:17]=1. (7) The reactants are: Cl[C:2]1[C:7]2[N:8]=[C:9]([CH3:11])[S:10][C:6]=2[C:5](B(O)O)=[CH:4][N:3]=1.Br[C:16]1[CH:17]=[N:18][CH:19]=[C:20]([CH3:22])[CH:21]=1.[NH2:23][C:24]1[N:25]=[C:26]([CH3:29])[S:27][CH:28]=1. Given the product [CH3:11][C:9]1[S:10][C:6]2[C:5]([C:16]3[CH:17]=[N:18][CH:19]=[C:20]([CH3:22])[CH:21]=3)=[CH:4][N:3]=[C:2]([NH:23][C:24]3[N:25]=[C:26]([CH3:29])[S:27][CH:28]=3)[C:7]=2[N:8]=1, predict the reactants needed to synthesize it. (8) Given the product [Cl:23][C:11]1[CH:10]=[C:9]2[C:14]([C:15]([C:16]3[CH:21]=[CH:20][CH:19]=[CH:18][C:17]=3[F:22])=[C:6]([C:4]([OH:5])=[O:3])[C:7]([CH:24]([CH3:25])[CH3:26])=[N:8]2)=[CH:13][CH:12]=1, predict the reactants needed to synthesize it. The reactants are: C([O:3][C:4]([C:6]1[C:7]([CH:24]([CH3:26])[CH3:25])=[N:8][C:9]2[C:14]([C:15]=1[C:16]1[CH:21]=[CH:20][CH:19]=[CH:18][C:17]=1[F:22])=[CH:13][CH:12]=[C:11]([Cl:23])[CH:10]=2)=[O:5])C.[OH-].[Na+]. (9) Given the product [CH3:12][O:13][C:14]([C:16]1[C:20]([NH:21][C:4](=[O:6])[C:3]2[C:7]([F:11])=[CH:8][CH:9]=[CH:10][C:2]=2[F:1])=[CH:19][NH:18][N:17]=1)=[O:15], predict the reactants needed to synthesize it. The reactants are: [F:1][C:2]1[CH:10]=[CH:9][CH:8]=[C:7]([F:11])[C:3]=1[C:4]([OH:6])=O.[CH3:12][O:13][C:14]([C:16]1[C:20]([NH2:21])=[CH:19][NH:18][N:17]=1)=[O:15].C(Cl)CCl.C1C=CC2N(O)N=NC=2C=1. (10) Given the product [CH2:2]([C:7]1[C:8](=[O:12])[CH2:9][CH2:10][CH:11]=1)[CH2:3][CH2:4][CH2:5][CH3:6], predict the reactants needed to synthesize it. The reactants are: O[CH:2]([CH:7]1[CH2:11][CH2:10][CH2:9][C:8]1=[O:12])[CH2:3][CH2:4][CH2:5][CH3:6].II.C1(C)C(C)=CC=CC=1.